From a dataset of Experimentally validated miRNA-target interactions with 360,000+ pairs, plus equal number of negative samples. Binary Classification. Given a miRNA mature sequence and a target amino acid sequence, predict their likelihood of interaction. (1) The miRNA is mmu-miR-18b-5p with sequence UAAGGUGCAUCUAGUGCUGUUAG. The protein sequence of the target gene is MANRGPSYGLSREVQEKIEQKYDADLENKLVDWIILQCAEDIEHPPPGRAHFQKWLMDGTVLCKLINSLYPPGQEPIPKISESKMAFKQMEQISQFLKAAETYGVRTTDIFQTVDLWEGKDMAAVQRTLMALGSVAVTKDDGCYRGEPSWFHRKAQQNRRGFSEEQLRQGQNVIGLQMGSNKGASQAGMTGYGMPRQIM. Result: 0 (no interaction). (2) The miRNA is mmu-miR-712-5p with sequence CUCCUUCACCCGGGCGGUACC. The protein sequence of the target gene is MELHFGSCLSGCLALLVLLPSLSLAQYEGWPYQLQYPEYFQQPAPEHHQRQVPSDVVKIQVRLAGQKRKHNEGRVEVYYEGQWGTVCDDDFSIHAAHVVCRQVGYVEAKSWAASSSYGPGEGPIWLDNIYCTGKESTLASCSSNGWGVTDCKHTEDVGVVCSEKRIPGFKFDNSLINQIESLNIQVEDIRIRPILSAFRHRKPVTEGYVEVKEGKAWKQICNKHWTAKNSHVVCGMFGFPAEKTYNPKAYKTFASRRKLRYWKFSMNCTGTEAHISSCKLGPSVTRDPVKNATCENGQPA.... Result: 1 (interaction).